This data is from Reaction yield outcomes from USPTO patents with 853,638 reactions. The task is: Predict the reaction yield, written as a fraction of the theoretical maximum amount of product (1.0 means a 100% yield; for example, 0.34 means a 34% yield). (1) The reactants are [C:1]([O:5][C:6]([N:8]1[CH2:13][CH2:12][N:11]([C:14]2[CH:19]=[CH:18][CH:17]=[C:16]([C:20](OCC)=[O:21])[CH:15]=2)[CH2:10][CH2:9]1)=[O:7])([CH3:4])([CH3:3])[CH3:2].[BH4-].[Li+]. The catalyst is C1COCC1. The product is [OH:21][CH2:20][C:16]1[CH:15]=[C:14]([N:11]2[CH2:10][CH2:9][N:8]([C:6]([O:5][C:1]([CH3:4])([CH3:3])[CH3:2])=[O:7])[CH2:13][CH2:12]2)[CH:19]=[CH:18][CH:17]=1. The yield is 0.900. (2) The reactants are [F:1][C:2]1[CH:28]=[C:27]([F:29])[CH:26]=[CH:25][C:3]=1[O:4][C:5]1[CH:12]=[CH:11][C:8]([CH:9]=O)=[CH:7][C:6]=1[C:13]1[C:21]2[C:16](=[C:17]([O:22][CH3:23])[N:18]=[CH:19][CH:20]=2)[N:15]([CH3:24])[CH:14]=1.C([BH3-])#N.[Na+].[N:34]1([C:40]([O:42][C:43]([CH3:46])([CH3:45])[CH3:44])=[O:41])[CH2:39][CH2:38][NH:37][CH2:36][CH2:35]1.C(O)(=O)C. The catalyst is CO.ClCCl. The product is [F:1][C:2]1[CH:28]=[C:27]([F:29])[CH:26]=[CH:25][C:3]=1[O:4][C:5]1[CH:12]=[CH:11][C:8]([CH2:9][N:37]2[CH2:38][CH2:39][N:34]([C:40]([O:42][C:43]([CH3:46])([CH3:45])[CH3:44])=[O:41])[CH2:35][CH2:36]2)=[CH:7][C:6]=1[C:13]1[C:21]2[C:16](=[C:17]([O:22][CH3:23])[N:18]=[CH:19][CH:20]=2)[N:15]([CH3:24])[CH:14]=1. The yield is 0.470. (3) The product is [F:41][C:42]([F:69])([F:70])[CH2:43][N:44]1[C:48]([C:49]2[N:58]=[C:57]3[C:56]4[CH:59]=[CH:60][C:61]([NH:63][C@@H:64]([CH3:68])[C:65]([NH2:2])=[O:67])=[CH:62][C:55]=4[O:54][CH2:53][CH2:52][N:51]3[CH:50]=2)=[N:47][CH:46]=[N:45]1. The reactants are C[N:2](C(ON1N=NC2C=CC=NC1=2)=[N+](C)C)C.F[P-](F)(F)(F)(F)F.[Cl-].[NH4+].C(N(CC)CC)C.FC(F)(F)C(O)=O.[F:41][C:42]([F:70])([F:69])[CH2:43][N:44]1[C:48]([C:49]2[N:58]=[C:57]3[N:51]([CH2:52][CH2:53][O:54][C:55]4[CH:62]=[C:61]([NH:63][CH:64]([CH3:68])[C:65]([OH:67])=O)[CH:60]=[CH:59][C:56]=43)[CH:50]=2)=[N:47][CH:46]=[N:45]1. The yield is 0.300. The catalyst is CN(C=O)C. (4) The reactants are C([N:8]1[CH2:13][CH2:12][CH:11]([N:14]2[CH2:23][C:22]3[C:17](=[CH:18][CH:19]=[C:20]([OH:24])[CH:21]=3)[NH:16][C:15]2=[O:25])[CH2:10][CH2:9]1)C1C=CC=CC=1. The catalyst is CO.[Pd]. The product is [OH:24][C:20]1[CH:21]=[C:22]2[C:17](=[CH:18][CH:19]=1)[NH:16][C:15](=[O:25])[N:14]([CH:11]1[CH2:12][CH2:13][NH:8][CH2:9][CH2:10]1)[CH2:23]2. The yield is 0.810. (5) The reactants are [C:1]([C:3]([C:6]1[CH:7]=[C:8]([CH:12]=[CH:13][CH:14]=1)[C:9](Cl)=[O:10])([CH3:5])[CH3:4])#[N:2].[NH2:15][C:16]1[CH:17]=[C:18]([CH:35]=[CH:36][CH:37]=1)[O:19][C:20]1[CH:21]=[CH:22][C:23]2[N:24]([N:26]=[C:27]([NH:29][C:30]([CH:32]3[CH2:34][CH2:33]3)=[O:31])[N:28]=2)[CH:25]=1. The catalyst is CN(C)C(=O)C.C(OCC)(=O)C. The product is [C:1]([C:3]([C:6]1[CH:7]=[C:8]([CH:12]=[CH:13][CH:14]=1)[C:9]([NH:15][C:16]1[CH:37]=[CH:36][CH:35]=[C:18]([O:19][C:20]2[CH:21]=[CH:22][C:23]3[N:24]([N:26]=[C:27]([NH:29][C:30]([CH:32]4[CH2:33][CH2:34]4)=[O:31])[N:28]=3)[CH:25]=2)[CH:17]=1)=[O:10])([CH3:5])[CH3:4])#[N:2]. The yield is 0.420. (6) The reactants are [Cl:1][C:2]1[CH:7]=[C:6]([N+:8]([O-:10])=[O:9])[C:5](F)=[CH:4][C:3]=1[Cl:12].[C:13]([O:17][CH2:18][CH3:19])(=[O:16])[CH2:14][OH:15].[F-].[K+].FC(F)(F)C(O)=O. The catalyst is O.CC#N.O.O1CCOCC1. The product is [Cl:1][C:2]1[C:3]([Cl:12])=[CH:4][C:5]([O:15][CH2:14][C:13]([O:17][CH2:18][CH3:19])=[O:16])=[C:6]([N+:8]([O-:10])=[O:9])[CH:7]=1. The yield is 0.960. (7) The reactants are [NH2:1][C:2]1[C:11]2[CH:10]=[CH:9][CH:8]=[C:7](Br)[C:6]=2[N:5]=[C:4]2[CH2:13][N:14]([CH2:17][C:18]3[CH:23]=[CH:22][C:21]([O:24][CH3:25])=[CH:20][CH:19]=3)[C:15](=[O:16])[C:3]=12.[CH3:26][O:27][C:28]1[C:33](B(O)O)=[CH:32][CH:31]=[CH:30][N:29]=1. No catalyst specified. The product is [NH2:1][C:2]1[C:11]2[CH:10]=[CH:9][CH:8]=[C:7]([C:33]3[C:28]([O:27][CH3:26])=[N:29][CH:30]=[CH:31][CH:32]=3)[C:6]=2[N:5]=[C:4]2[CH2:13][N:14]([CH2:17][C:18]3[CH:23]=[CH:22][C:21]([O:24][CH3:25])=[CH:20][CH:19]=3)[C:15](=[O:16])[C:3]=12. The yield is 0.490.